This data is from Full USPTO retrosynthesis dataset with 1.9M reactions from patents (1976-2016). The task is: Predict the reactants needed to synthesize the given product. (1) Given the product [CH2:12]([C:9]1[CH:10]=[CH:11][C:2]([NH:1][S:23]([C:26]2[CH:27]=[C:28]([CH:32]=[CH:33][CH:34]=2)[C:29]([OH:31])=[O:30])(=[O:25])=[O:24])=[C:3]([C:4]([O:6][CH3:7])=[O:5])[CH:8]=1)[CH2:13][CH2:14][CH3:15], predict the reactants needed to synthesize it. The reactants are: [NH2:1][C:2]1[CH:11]=[CH:10][C:9]([CH2:12][CH2:13][CH2:14][CH3:15])=[CH:8][C:3]=1[C:4]([O:6][CH3:7])=[O:5].N1C=CC=CC=1.Cl[S:23]([C:26]1[CH:27]=[C:28]([CH:32]=[CH:33][CH:34]=1)[C:29]([OH:31])=[O:30])(=[O:25])=[O:24]. (2) Given the product [NH2:19][C:16]1[CH:17]=[CH:18][C:13]([S:12][O:11][S:10][C:7]2[CH:8]=[CH:9][C:4]([NH2:1])=[C:5]([C:38]3[CH:39]=[CH:40][CH:41]=[CH:42][CH:43]=3)[C:6]=2[C:33]([O:35][CH2:36][CH3:37])=[O:34])=[C:14]([C:28]([O:30][CH2:31][CH3:32])=[O:29])[C:15]=1[C:22]1[CH:23]=[CH:24][CH:25]=[CH:26][CH:27]=1, predict the reactants needed to synthesize it. The reactants are: [N+:1]([C:4]1[CH:9]=[CH:8][C:7]([S:10][O:11][S:12][C:13]2[CH:18]=[CH:17][C:16]([N+:19]([O-])=O)=[C:15]([C:22]3[CH:27]=[CH:26][CH:25]=[CH:24][CH:23]=3)[C:14]=2[C:28]([O:30][CH2:31][CH3:32])=[O:29])=[C:6]([C:33]([O:35][CH2:36][CH3:37])=[O:34])[C:5]=1[C:38]1[CH:43]=[CH:42][CH:41]=[CH:40][CH:39]=1)([O-])=O.O.NN. (3) The reactants are: [Br:1][C:2]1[CH:6]=[CH:5][S:4][C:3]=1[C:7]1[O:8][C:9]2[C:10](=[C:12]([C:16]([OH:18])=O)[CH:13]=[CH:14][CH:15]=2)[N:11]=1.Cl.Cl.[NH2:21][CH:22]1[CH2:29][CH:28]2[N:30]([CH3:31])[CH:24]([CH2:25][CH2:26][CH2:27]2)[CH2:23]1.Cl.C(N=C=NCCCN(C)C)C.ON1C2C=CC=CC=2N=N1.C(N(CC)CC)C. Given the product [CH3:31][N:30]1[CH:24]2[CH2:25][CH2:26][CH2:27][CH:28]1[CH2:29][CH:22]([NH:21][C:16]([C:12]1[CH:13]=[CH:14][CH:15]=[C:9]3[O:8][C:7]([C:3]4[S:4][CH:5]=[CH:6][C:2]=4[Br:1])=[N:11][C:10]=13)=[O:18])[CH2:23]2, predict the reactants needed to synthesize it.